Dataset: Reaction yield outcomes from USPTO patents with 853,638 reactions. Task: Predict the reaction yield, written as a fraction of the theoretical maximum amount of product (1.0 means a 100% yield; for example, 0.34 means a 34% yield). (1) The reactants are [C:1]([C:3]1[N:4]=[N:5][C:6]2[C:11]([C:12]=1[NH:13][C:14]1[CH:19]=[CH:18][C:17]([CH3:20])=[CH:16][C:15]=1[F:21])=[CH:10][C:9]([C:22]1[CH2:27][CH2:26][N:25](C(OC(C)(C)C)=O)[CH2:24][CH:23]=1)=[C:8]([O:35][CH3:36])[CH:7]=2)#[N:2].FC(F)(F)C(O)=O. The product is [F:21][C:15]1[CH:16]=[C:17]([CH3:20])[CH:18]=[CH:19][C:14]=1[NH:13][C:12]1[C:11]2[C:6](=[CH:7][C:8]([O:35][CH3:36])=[C:9]([C:22]3[CH2:27][CH2:26][NH:25][CH2:24][CH:23]=3)[CH:10]=2)[N:5]=[N:4][C:3]=1[C:1]#[N:2]. The yield is 0.630. The catalyst is C(Cl)Cl. (2) The reactants are Br[C:2]1[CH:3]=[C:4]2[C:9](=[C:10]([O:12]COCC[Si](C)(C)C)[CH:11]=1)[N:8]=[CH:7][N:6](COCC[Si](C)(C)C)[C:5]2=[O:29].[Cl:30][C:31]1[CH:36]=[CH:35][C:34]([Cl:37])=[CH:33][C:32]=1B(O)O.C1C2C(=CC=CC=2)CCC=1B(O)O.C(=O)([O-])[O-].[K+].[K+]. The catalyst is C1(P([C-]2C=CC=C2)C2C=CC=CC=2)C=CC=CC=1.[C-]1(P(C2C=CC=CC=2)C2C=CC=CC=2)C=CC=C1.[Fe+2].[Pd](Cl)Cl.O1CCOCC1. The product is [Cl:30][C:31]1[CH:36]=[CH:35][C:34]([Cl:37])=[CH:33][C:32]=1[C:2]1[CH:3]=[C:4]2[C:9](=[C:10]([OH:12])[CH:11]=1)[N:8]=[CH:7][NH:6][C:5]2=[O:29]. The yield is 0.560. (3) The catalyst is CO. The yield is 0.790. The product is [CH2:12]([NH:16][C:1](=[O:10])[C:2]1[C:3](=[CH:5][CH:6]=[CH:7][CH:8]=1)[OH:4])[CH2:13][CH2:14][CH3:15]. The reactants are [C:1]([O:10]C)(=O)[C:2]1[C:3](=[CH:5][CH:6]=[CH:7][CH:8]=1)[OH:4].[CH2:12]([NH2:16])[CH2:13][CH2:14][CH3:15].